This data is from Catalyst prediction with 721,799 reactions and 888 catalyst types from USPTO. The task is: Predict which catalyst facilitates the given reaction. (1) Reactant: [CH3:1][C:2]([O:9][C:10]1[CH:15]=[CH:14][CH:13]=[C:12]([N+:16]([O-:18])=[O:17])[CH:11]=1)([CH3:8])[C:3]([O:5]CC)=[O:4].O[Li].O. Product: [CH3:8][C:2]([O:9][C:10]1[CH:15]=[CH:14][CH:13]=[C:12]([N+:16]([O-:18])=[O:17])[CH:11]=1)([CH3:1])[C:3]([OH:5])=[O:4]. The catalyst class is: 193. (2) Reactant: CNC1SC2C=CC(N)=CC=2N=1.C([C:15]1[CH:23]=[CH:22][C:18]([C:19]([OH:21])=[O:20])=[CH:17][CH:16]=1)=O.[Sn](CCCC)(CCCC)(Cl)Cl.C1([SiH3])C=CC=CC=1. Product: [C:19]([OH:21])(=[O:20])[C:18]1[CH:22]=[CH:23][CH:15]=[CH:16][CH:17]=1. The catalyst class is: 57.